This data is from Reaction yield outcomes from USPTO patents with 853,638 reactions. The task is: Predict the reaction yield, written as a fraction of the theoretical maximum amount of product (1.0 means a 100% yield; for example, 0.34 means a 34% yield). (1) The reactants are [OH:1][C:2]1[C:6]([CH3:8])([CH3:7])[NH:5][C:4](=[O:9])[C:3]=1[C:10]1[CH:15]=[CH:14][C:13]([O:16][CH2:17][C:18]2[CH:27]=[CH:26][C:25]3[C:20](=[CH:21][CH:22]=[CH:23][CH:24]=3)[N:19]=2)=[CH:12][CH:11]=1.[S:28](O[S:28]([C:31]([F:34])([F:33])[F:32])(=[O:30])=[O:29])([C:31]([F:34])([F:33])[F:32])(=[O:30])=[O:29]. The catalyst is C(Cl)Cl.O. The product is [F:32][C:31]([F:34])([F:33])[S:28]([O:1][C:2]1[C:6]([CH3:8])([CH3:7])[NH:5][C:4](=[O:9])[C:3]=1[C:10]1[CH:11]=[CH:12][C:13]([O:16][CH2:17][C:18]2[CH:27]=[CH:26][C:25]3[C:20](=[CH:21][CH:22]=[CH:23][CH:24]=3)[N:19]=2)=[CH:14][CH:15]=1)(=[O:30])=[O:29]. The yield is 0.580. (2) The reactants are [CH3:1][O:2][C:3]1[CH:4]=[C:5]([CH:11]([OH:16])[C:12]([O:14]C)=[O:13])[CH:6]=[CH:7][C:8]=1[O:9][CH3:10].[Li+].[OH-]. The catalyst is C1COCC1. The product is [CH3:1][O:2][C:3]1[CH:4]=[C:5]([CH:11]([OH:16])[C:12]([OH:14])=[O:13])[CH:6]=[CH:7][C:8]=1[O:9][CH3:10]. The yield is 1.00. (3) The reactants are [O:1]=[C:2]1[C:7]([CH2:8][C:9]2[CH:14]=[CH:13][C:12]([C:15]3[C:16]([C:21]#[N:22])=[CH:17][CH:18]=[CH:19][CH:20]=3)=[CH:11][CH:10]=2)=[C:6]([CH2:23][CH2:24][CH3:25])[N:5]2[N:26]=[CH:27][N:28]=[C:4]2[N:3]1[CH:29]1[CH2:34][CH2:33][C:32](=[O:35])[CH2:31][CH2:30]1.[CH:36]1(O)[CH2:40][CH2:39][CH2:38][CH:37]1[OH:41]. The catalyst is O.C1(C)C=CC(S(O)(=O)=O)=CC=1.C1(C)C=CC=CC=1. The product is [O:1]=[C:2]1[C:7]([CH2:8][C:9]2[CH:10]=[CH:11][C:12]([C:15]3[C:16]([C:21]#[N:22])=[CH:17][CH:18]=[CH:19][CH:20]=3)=[CH:13][CH:14]=2)=[C:6]([CH2:23][CH2:24][CH3:25])[N:5]2[N:26]=[CH:27][N:28]=[C:4]2[N:3]1[CH:29]1[CH2:30][CH2:31][C:32]2([O:41][C@H:37]3[CH2:38][CH2:39][CH2:40][C@H:36]3[O:35]2)[CH2:33][CH2:34]1. The yield is 1.00. (4) The yield is 0.950. The product is [CH2:1]([O:8][CH2:9][N:10]1[C:15](=[O:16])[C:14]([Br:17])=[N:13][N:12]([CH2:21][C:20]([F:29])([F:19])[C:23]2[CH:28]=[CH:27][CH:26]=[CH:25][CH:24]=2)[C:11]1=[O:18])[C:2]1[CH:7]=[CH:6][CH:5]=[CH:4][CH:3]=1. The catalyst is C1COCC1.CCOC(C)=O. The reactants are [CH2:1]([O:8][CH2:9][N:10]1[C:15](=[O:16])[C:14]([Br:17])=[N:13][NH:12][C:11]1=[O:18])[C:2]1[CH:7]=[CH:6][CH:5]=[CH:4][CH:3]=1.[F:19][C:20]([F:29])([C:23]1[CH:28]=[CH:27][CH:26]=[CH:25][CH:24]=1)[CH2:21]O.C1(P(C2C=CC=CC=2)C2C=CC=CC=2)C=CC=CC=1.N(C(OC(C)C)=O)=NC(OC(C)C)=O. (5) The reactants are [Cl:1][C:2]1[CH:3]=[CH:4][C:5]([CH:24]=O)=[C:6]([CH:23]=1)/[CH:7]=[CH:8]\[C:9]1[CH:14]=[CH:13][CH:12]=[CH:11][C:10]=1[NH:15]C(=O)OC(C)(C)C.CCOC(C)=O.[BH4-].[Na+]. The catalyst is Cl.O. The product is [Cl:1][C:2]1[CH:3]=[CH:4][C:5]2[CH2:24][NH:15][C:10]3[CH:11]=[CH:12][CH:13]=[CH:14][C:9]=3[CH:8]=[CH:7][C:6]=2[CH:23]=1. The yield is 0.950. (6) The reactants are I[C:2]1[C:10]2[C:5](=[CH:6][C:7]([C:11]([O:13][CH3:14])=O)=[CH:8][CH:9]=2)[NH:4]N=1.Cl[CH2:16]Cl.[OH-:18].[NH4+:19].[Cl-].[NH4+:21]. The catalyst is CC(N(C)C)=O.[Zn].[C-]#N.[Zn+2].[C-]#N.Cl[Pd]Cl.C1(P(C2C=CC=CC=2)[C-]2C=CC=C2)C=CC=CC=1.[C-]1(P(C2C=CC=CC=2)C2C=CC=CC=2)C=CC=C1.[Fe+2].[Cu]I. The product is [C:16]([C:2]1[C:10]2[C:5](=[CH:6][C:7]([C:11]([O:13][CH3:14])=[O:18])=[CH:8][CH:9]=2)[NH:4][N:21]=1)#[N:19]. The yield is 0.730. (7) The reactants are Cl[C:2]1[N:7]=[C:6]([Cl:8])[N:5]=[C:4]([N:9]([CH3:16])[C:10]2[CH:15]=[CH:14][CH:13]=[CH:12][CH:11]=2)[N:3]=1.[NH3:17]. The catalyst is C1COCC1. The product is [Cl:8][C:6]1[N:5]=[C:4]([N:9]([CH3:16])[C:10]2[CH:15]=[CH:14][CH:13]=[CH:12][CH:11]=2)[N:3]=[C:2]([NH2:17])[N:7]=1. The yield is 1.10.